This data is from Forward reaction prediction with 1.9M reactions from USPTO patents (1976-2016). The task is: Predict the product of the given reaction. (1) Given the reactants [O:1]1[C:6]2[CH:7]=[CH:8][C:9]([CH2:11][NH:12][CH2:13][CH2:14][CH2:15][N:16]([C:18]3[S:22][N:21]=[C:20]([N:23]4[CH:27]=[CH:26][N:25]=[CH:24]4)[N:19]=3)[CH3:17])=[CH:10][C:5]=2[O:4][CH2:3][CH2:2]1.[CH2:28]=O, predict the reaction product. The product is: [O:1]1[C:6]2[CH:7]=[CH:8][C:9]([CH2:11][N:12]([CH3:28])[CH2:13][CH2:14][CH2:15][N:16]([C:18]3[S:22][N:21]=[C:20]([N:23]4[CH:27]=[CH:26][N:25]=[CH:24]4)[N:19]=3)[CH3:17])=[CH:10][C:5]=2[O:4][CH2:3][CH2:2]1. (2) Given the reactants [O:1]=[C:2]1[CH2:7][CH2:6][CH2:5][CH2:4][CH:3]1[C:8]([O:10]CC)=O.[NH:13]1[CH2:18][CH2:17][CH2:16][CH2:15][CH2:14]1, predict the reaction product. The product is: [N:13]1([C:8]([CH:3]2[CH2:4][CH2:5][CH2:6][CH2:7][C:2]2=[O:1])=[O:10])[CH2:18][CH2:17][CH2:16][CH2:15][CH2:14]1. (3) The product is: [CH3:81][N:79]([CH2:78][C:72]1[CH:73]=[C:74]([OH:77])[CH:75]=[CH:76][C:71]=1[C:67]1[CH:68]=[CH:69][CH:70]=[C:65]([N:55]2[C:56]3[N:63]=[CH:62][C:61]([F:64])=[CH:60][C:57]=3[C:58](=[O:59])[N:53]([C@@H:50]3[CH2:51][CH2:52][C@H:47]([NH:46][C:10]([C:2]4[N:1]=[C:5]5[CH2:6][CH2:7][CH2:8][CH2:9][N:4]5[CH:3]=4)=[O:12])[CH2:48][CH2:49]3)[C:54]2=[O:82])[CH:66]=1)[CH3:80]. Given the reactants [N:1]1[C:2]([C:10]([OH:12])=O)=[CH:3][N:4]2[CH2:9][CH2:8][CH2:7][CH2:6][C:5]=12.C(N(CC)C(C)C)(C)C.F[P-](F)(F)(F)(F)F.N1(OC(N(C)C)=[N+](C)C)C2N=CC=CC=2N=N1.[NH2:46][C@@H:47]1[CH2:52][CH2:51][C@H:50]([N:53]2[C:58](=[O:59])[C:57]3[CH:60]=[C:61]([F:64])[CH:62]=[N:63][C:56]=3[N:55]([C:65]3[CH:66]=[C:67]([C:71]4[CH:76]=[CH:75][C:74]([OH:77])=[CH:73][C:72]=4[CH2:78][N:79]([CH3:81])[CH3:80])[CH:68]=[CH:69][CH:70]=3)[C:54]2=[O:82])[CH2:49][CH2:48]1, predict the reaction product. (4) Given the reactants [CH2:1]([O:3][C:4]([C:6]1[NH:7][C:8]([CH3:18])=[C:9]([CH2:12][CH2:13][C:14]([O:16][CH3:17])=[O:15])[C:10]=1[CH3:11])=[O:5])[CH3:2].O.[N+]([O-])([O-])=[O:21].[NH4+].C(=O)(O)[O-].[Na+], predict the reaction product. The product is: [CH2:1]([O:3][C:4]([C:6]1[NH:7][C:8]([CH:18]=[O:21])=[C:9]([CH2:12][CH2:13][C:14]([O:16][CH3:17])=[O:15])[C:10]=1[CH3:11])=[O:5])[CH3:2]. (5) The product is: [CH:1]1([C:4]2[C:5]([O:12][CH2:13][C:14]([F:17])([F:15])[F:16])=[CH:6][C:7]([C:10](=[N:19][OH:20])[NH2:11])=[N:8][CH:9]=2)[CH2:3][CH2:2]1. Given the reactants [CH:1]1([C:4]2[C:5]([O:12][CH2:13][C:14]([F:17])([F:16])[F:15])=[CH:6][C:7]([C:10]#[N:11])=[N:8][CH:9]=2)[CH2:3][CH2:2]1.Cl.[NH2:19][OH:20].C(N(CC)CC)C.C(OCC)(=O)C, predict the reaction product. (6) Given the reactants [C:1]([O:5][C:6]([N:8]1[CH2:12][C@@H:11]([CH2:13][N:14]([CH:31]([CH3:33])[CH3:32])[C:15](=[O:30])[C:16]2[CH:21]=[CH:20][C:19]([O:22][CH3:23])=[C:18]([O:24][CH2:25][CH2:26][CH2:27][O:28][CH3:29])[CH:17]=2)[C@H:10]([CH2:34][CH:35]([C:38](O)=[O:39])[CH2:36][CH3:37])[CH2:9]1)=[O:7])([CH3:4])([CH3:3])[CH3:2].[NH2:41][CH:42]1[CH2:47][CH2:46][O:45][CH2:44][CH2:43]1, predict the reaction product. The product is: [C:1]([O:5][C:6]([N:8]1[CH2:9][C@@H:10]([CH2:34][CH:35]([C:38](=[O:39])[NH:41][CH:42]2[CH2:47][CH2:46][O:45][CH2:44][CH2:43]2)[CH2:36][CH3:37])[C@H:11]([CH2:13][N:14]([CH:31]([CH3:32])[CH3:33])[C:15](=[O:30])[C:16]2[CH:21]=[CH:20][C:19]([O:22][CH3:23])=[C:18]([O:24][CH2:25][CH2:26][CH2:27][O:28][CH3:29])[CH:17]=2)[CH2:12]1)=[O:7])([CH3:2])([CH3:3])[CH3:4]. (7) Given the reactants [CH3:1][S:2](Cl)(=[O:4])=[O:3].[C:6]([C:10]1[CH:11]=[C:12]([NH:31][C:32]([NH:34][C@@H:35]2[C:44]3[C:39](=[CH:40][CH:41]=[CH:42][CH:43]=3)[C@H:38]([O:45][C:46]3[CH:47]=[CH:48][C:49]4[N:50]([C:52]([N:55]5[CH2:60][CH2:59][CH2:58][CH2:57][CH2:56]5)=[N:53][N:54]=4)[CH:51]=3)[CH2:37][CH2:36]2)=[O:33])[N:13]([C:15]2[CH:20]=[CH:19][CH:18]=[C:17]([O:21][CH2:22][CH2:23][O:24]C3CCCCO3)[CH:16]=2)[N:14]=1)([CH3:9])([CH3:8])[CH3:7].CCN(C(C)C)C(C)C, predict the reaction product. The product is: [C:6]([C:10]1[CH:11]=[C:12]([NH:31][C:32]([NH:34][C@@H:35]2[C:44]3[C:39](=[CH:40][CH:41]=[CH:42][CH:43]=3)[C@H:38]([O:45][C:46]3[CH:47]=[CH:48][C:49]4[N:50]([C:52]([N:55]5[CH2:60][CH2:59][CH2:58][CH2:57][CH2:56]5)=[N:53][N:54]=4)[CH:51]=3)[CH2:37][CH2:36]2)=[O:33])[N:13]([C:15]2[CH:16]=[C:17]([CH:18]=[CH:19][CH:20]=2)[O:21][CH2:22][CH2:23][O:24][S:2]([CH3:1])(=[O:4])=[O:3])[N:14]=1)([CH3:9])([CH3:7])[CH3:8]. (8) The product is: [Cl:14][C:15]1[CH:23]=[C:22]([Cl:24])[CH:21]=[CH:20][C:16]=1[C:17]([N:4]([CH:2]([CH3:1])[CH3:3])[C:5]1[CH:9]=[CH:8][S:7][C:6]=1[C:10]([O:12][CH3:13])=[O:11])=[O:18]. Given the reactants [CH3:1][CH:2]([NH:4][C:5]1[CH:9]=[CH:8][S:7][C:6]=1[C:10]([O:12][CH3:13])=[O:11])[CH3:3].[Cl:14][C:15]1[CH:23]=[C:22]([Cl:24])[CH:21]=[CH:20][C:16]=1[C:17](Cl)=[O:18], predict the reaction product.